From a dataset of Full USPTO retrosynthesis dataset with 1.9M reactions from patents (1976-2016). Predict the reactants needed to synthesize the given product. (1) Given the product [I:1][C:2]1[CH:3]=[C:4]2[C:8](=[CH:9][CH:10]=1)[NH:7][C:6](=[O:11])[C:5]2=[N:12][NH:13][C:14]([C:16]1[CH:17]=[CH:18][C:19]([NH:22][C:23](=[O:34])[CH2:24][CH2:25][CH2:26][CH2:27][CH2:28][CH2:29][C:30]([OH:32])=[O:31])=[CH:20][CH:21]=1)=[O:15], predict the reactants needed to synthesize it. The reactants are: [I:1][C:2]1[CH:3]=[C:4]2[C:8](=[CH:9][CH:10]=1)[NH:7][C:6](=[O:11])[C:5]2=[N:12][NH:13][C:14]([C:16]1[CH:21]=[CH:20][C:19]([NH:22][C:23](=[O:34])[CH2:24][CH2:25][CH2:26][CH2:27][CH2:28][CH2:29][C:30]([O:32]C)=[O:31])=[CH:18][CH:17]=1)=[O:15].[OH-].[Na+]. (2) Given the product [CH2:1]([N:8]1[C:16]2[C:15](=[O:17])[N:14]([CH2:32][O:31][C:25](=[O:30])[C:26]([CH3:29])([CH3:28])[CH3:27])[C:13](=[O:18])[N:12]([CH2:19][O:22][C:36](=[O:37])[C:2]([CH3:7])([CH3:3])[CH3:1])[C:11]=2[N:10]=[CH:9]1)[C:2]1[CH:7]=[CH:6][CH:5]=[CH:4][CH:3]=1, predict the reactants needed to synthesize it. The reactants are: [CH2:1]([N:8]1[C:16]2[C:15](=[O:17])[NH:14][C:13](=[O:18])[NH:12][C:11]=2[N:10]=[CH:9]1)[C:2]1[CH:7]=[CH:6][CH:5]=[CH:4][CH:3]=1.[C:19](=[O:22])([O-])[O-].[K+].[K+].[C:25]([O:31][CH2:32]Cl)(=[O:30])[C:26]([CH3:29])([CH3:28])[CH3:27].CN(C)[CH:36]=[O:37].